This data is from Catalyst prediction with 721,799 reactions and 888 catalyst types from USPTO. The task is: Predict which catalyst facilitates the given reaction. (1) Reactant: [F:1][C:2]([F:15])([F:14])[O:3][C:4]1[CH:9]=[CH:8][C:7]([CH2:10][C:11](O)=[O:12])=[CH:6][CH:5]=1.C1C[N:19]([P+](ON2N=NC3C=CC=CC2=3)(N2CCCC2)N2CCCC2)CC1.F[P-](F)(F)(F)(F)F. Product: [F:1][C:2]([F:15])([F:14])[O:3][C:4]1[CH:9]=[CH:8][C:7]([CH2:10][C:11]([NH2:19])=[O:12])=[CH:6][CH:5]=1. The catalyst class is: 3. (2) Reactant: Cl[C:2]1[N:7]=[C:6]([NH:8][C:9]2[CH:18]=[CH:17][CH:16]=[CH:15][C:10]=2[C:11](NC)=[O:12])[C:5]([Cl:19])=[CH:4][N:3]=1.Cl.Cl.[CH3:22][O:23][C:24]1[CH:30]=[C:29]([N:31]2[CH2:36][CH2:35][O:34][CH2:33][CH2:32]2)[CH:28]=[CH:27][C:25]=1[NH2:26].Cl.C([O-])(O)=[O:39].[Na+]. The catalyst class is: 15. Product: [Cl:19][C:5]1[C:6]([NH:8][C:9]2[CH:18]=[CH:17][CH:16]=[CH:15][C:10]=2[C:11]([OH:12])=[O:39])=[N:7][C:2]([NH:26][C:25]2[CH:27]=[CH:28][C:29]([N:31]3[CH2:36][CH2:35][O:34][CH2:33][CH2:32]3)=[CH:30][C:24]=2[O:23][CH3:22])=[N:3][CH:4]=1. (3) Reactant: [OH:1][CH:2]1[CH2:7][CH2:6][N:5](C(OC(C)(C)C)=O)[CH2:4][C:3]1([CH3:19])[C:15]([O:17][CH3:18])=[O:16].[ClH:20].O1CCOCC1. Product: [ClH:20].[OH:1][CH:2]1[CH2:7][CH2:6][NH:5][CH2:4][C:3]1([CH3:19])[C:15]([O:17][CH3:18])=[O:16]. The catalyst class is: 12.